Task: Predict the reaction yield, written as a fraction of the theoretical maximum amount of product (1.0 means a 100% yield; for example, 0.34 means a 34% yield).. Dataset: Reaction yield outcomes from USPTO patents with 853,638 reactions (1) The reactants are [Cl:1][C:2]1[C:10]([C:11]([C:13]2[C:18]([NH:19][S:20]([C:23]3[CH:28]=[CH:27][C:26]([Cl:29])=[C:25]([C:30]([F:33])([F:32])[F:31])[CH:24]=3)(=[O:22])=[O:21])=[CH:17][C:16]([Cl:34])=[CH:15][N:14]=2)=[O:12])=[CH:9][CH:8]=[CH:7][C:3]=1[C:4]([OH:6])=O.[CH3:35][N:36](C(ON1N=NC2C=CC=NC1=2)=[N+](C)C)C.F[P-](F)(F)(F)(F)F.CN.C1COCC1.CCN(C(C)C)C(C)C. The catalyst is CCOC(C)=O.CN(C=O)C. The product is [Cl:1][C:2]1[C:10]([C:11]([C:13]2[C:18]([NH:19][S:20]([C:23]3[CH:28]=[CH:27][C:26]([Cl:29])=[C:25]([C:30]([F:31])([F:32])[F:33])[CH:24]=3)(=[O:21])=[O:22])=[CH:17][C:16]([Cl:34])=[CH:15][N:14]=2)=[O:12])=[CH:9][CH:8]=[CH:7][C:3]=1[C:4]([NH:36][CH3:35])=[O:6]. The yield is 0.0500. (2) The reactants are Cl[C:2]1[CH:7]=[CH:6][C:5]([N+:8]([O-:10])=[O:9])=[CH:4][N:3]=1.[NH2:11][C:12]1[CH:13]=[C:14]([OH:19])[CH:15]=[CH:16][C:17]=1[F:18].C(=O)([O-])[O-].[K+].[K+].O. The catalyst is CN(C)C=O. The product is [F:18][C:17]1[CH:16]=[CH:15][C:14]([O:19][C:2]2[CH:7]=[CH:6][C:5]([N+:8]([O-:10])=[O:9])=[CH:4][N:3]=2)=[CH:13][C:12]=1[NH2:11]. The yield is 0.790. (3) The reactants are [C:1]([OH:5])(=O)[CH2:2][OH:3].[Cl:6][C:7]1[CH:8]=[C:9]([NH:21][C:22]2[C:31]3[C:26](=[CH:27][CH:28]=[CH:29][C:30]=3[O:32][CH2:33][CH2:34][NH:35][CH:36]([CH3:38])[CH3:37])[N:25]=[CH:24][N:23]=2)[CH:10]=[CH:11][C:12]=1[O:13][CH2:14][C:15]1[CH:20]=[CH:19][CH:18]=[CH:17][N:16]=1. No catalyst specified. The product is [Cl:6][C:7]1[CH:8]=[C:9]([NH:21][C:22]2[C:31]3[C:26](=[CH:27][CH:28]=[CH:29][C:30]=3[O:32][CH2:33][CH2:34][N:35]([CH:36]([CH3:38])[CH3:37])[C:1](=[O:5])[CH2:2][OH:3])[N:25]=[CH:24][N:23]=2)[CH:10]=[CH:11][C:12]=1[O:13][CH2:14][C:15]1[CH:20]=[CH:19][CH:18]=[CH:17][N:16]=1. The yield is 0.110. (4) The reactants are [H-].C([Al+]CC(C)C)C(C)C.C[O:12][C:13]([C:15]1[CH:16]=[CH:17][C:18]2[N:19]([C:21]([C:24]3[CH:29]=[C:28]([CH:30]([CH3:32])[CH3:31])[CH:27]=[C:26]([CH:33]([CH3:35])[CH3:34])[C:25]=3[O:36][CH2:37][CH3:38])=[CH:22][N:23]=2)[CH:20]=1)=O. The catalyst is ClCCl. The product is [CH2:37]([O:36][C:25]1[C:26]([CH:33]([CH3:34])[CH3:35])=[CH:27][C:28]([CH:30]([CH3:32])[CH3:31])=[CH:29][C:24]=1[C:21]1[N:19]2[CH:20]=[C:15]([CH2:13][OH:12])[CH:16]=[CH:17][C:18]2=[N:23][CH:22]=1)[CH3:38]. The yield is 0.380. (5) The reactants are Cl[C:2]1[N:3]=[C:4]([N:15]([CH2:26][CH:27]2[CH2:29][CH2:28]2)[CH2:16][C:17]2[CH:22]=[CH:21][C:20]([O:23][CH2:24][CH3:25])=[CH:19][CH:18]=2)[C:5]2[CH2:10][N:9]([CH:11]([CH3:13])[CH3:12])[C:8](=[O:14])[C:6]=2[N:7]=1.[N:30]1([C:36](=[O:38])[CH3:37])[CH2:35][CH2:34][NH:33][CH2:32][CH2:31]1.CCN(C(C)C)C(C)C. The catalyst is C(O)CCC. The product is [C:36]([N:30]1[CH2:35][CH2:34][N:33]([C:2]2[N:3]=[C:4]([N:15]([CH2:26][CH:27]3[CH2:29][CH2:28]3)[CH2:16][C:17]3[CH:18]=[CH:19][C:20]([O:23][CH2:24][CH3:25])=[CH:21][CH:22]=3)[C:5]3[CH2:10][N:9]([CH:11]([CH3:12])[CH3:13])[C:8](=[O:14])[C:6]=3[N:7]=2)[CH2:32][CH2:31]1)(=[O:38])[CH3:37]. The yield is 0.660.